From a dataset of Catalyst prediction with 721,799 reactions and 888 catalyst types from USPTO. Predict which catalyst facilitates the given reaction. Reactant: Br[C:2]1[C:10]2[C:9](=[O:11])[N:8]([CH3:12])[C:7](=[O:13])[N:6]([CH2:14][CH:15]([CH3:17])[CH3:16])[C:5]=2[S:4][C:3]=1[CH2:18][C:19]1[CH:24]=[CH:23][CH:22]=[CH:21][C:20]=1[C:25]([F:28])([F:27])[F:26].CC[Mg+].[Br-].[F:33][C:34]1[CH:41]=[CH:40][CH:39]=[CH:38][C:35]=1[CH:36]=[O:37]. Product: [F:33][C:34]1[CH:41]=[CH:40][CH:39]=[CH:38][C:35]=1[CH:36]([OH:37])[C:2]1[C:10]2[C:9](=[O:11])[N:8]([CH3:12])[C:7](=[O:13])[N:6]([CH2:14][CH:15]([CH3:17])[CH3:16])[C:5]=2[S:4][C:3]=1[CH2:18][C:19]1[CH:24]=[CH:23][CH:22]=[CH:21][C:20]=1[C:25]([F:28])([F:27])[F:26]. The catalyst class is: 7.